This data is from Catalyst prediction with 721,799 reactions and 888 catalyst types from USPTO. The task is: Predict which catalyst facilitates the given reaction. Reactant: C1(P(C2C=CC=CC=2)C2C=CC=CC=2)C=CC=CC=1.N(C(OCC)=O)=NC(OCC)=O.[F:32][C:33]1[CH:57]=[CH:56][CH:55]=[CH:54][C:34]=1[O:35][C:36]1[N:41]=[C:40]2[O:42][C:43]([C:45]3[CH:50]=[C:49]([CH3:51])[C:48]([OH:52])=[C:47]([CH3:53])[CH:46]=3)=[N:44][C:39]2=[CH:38][CH:37]=1.O[C:59]([CH3:68])([CH3:67])[C:60]([O:62][C:63]([CH3:66])([CH3:65])[CH3:64])=[O:61]. Product: [F:32][C:33]1[CH:57]=[CH:56][CH:55]=[CH:54][C:34]=1[O:35][C:36]1[N:41]=[C:40]2[O:42][C:43]([C:45]3[CH:50]=[C:49]([CH3:51])[C:48]([O:52][C:59]([CH3:68])([CH3:67])[C:60]([O:62][C:63]([CH3:66])([CH3:65])[CH3:64])=[O:61])=[C:47]([CH3:53])[CH:46]=3)=[N:44][C:39]2=[CH:38][CH:37]=1. The catalyst class is: 571.